Dataset: Forward reaction prediction with 1.9M reactions from USPTO patents (1976-2016). Task: Predict the product of the given reaction. (1) Given the reactants [CH3:1][Si:2]([CH3:54])([CH3:53])[CH2:3][CH2:4][O:5][CH2:6][N:7]([CH2:45][O:46][CH2:47][CH2:48][Si:49]([CH3:52])([CH3:51])[CH3:50])[C:8]1[N:13]2[N:14]=[CH:15][C:16]([C:17]3[CH:18]=[N:19][C:20]([C:23]4[CH:28]=[CH:27][CH:26]=[CH:25][CH:24]=4)=[CH:21][CH:22]=3)=[C:12]2[N:11]=[C:10]([CH:29]2[CH2:35][CH:34]3[N:36]([C:37]([O:39][C:40]([CH3:43])([CH3:42])[CH3:41])=[O:38])[CH:31]([CH2:32][CH2:33]3)[CH2:30]2)[C:9]=1Br.C([Sn](CCCC)(CCCC)[C:60]([O:62][CH2:63][CH3:64])=[CH2:61])CCC, predict the reaction product. The product is: [CH3:1][Si:2]([CH3:54])([CH3:53])[CH2:3][CH2:4][O:5][CH2:6][N:7]([CH2:45][O:46][CH2:47][CH2:48][Si:49]([CH3:52])([CH3:51])[CH3:50])[C:8]1[N:13]2[N:14]=[CH:15][C:16]([C:17]3[CH:18]=[N:19][C:20]([C:23]4[CH:28]=[CH:27][CH:26]=[CH:25][CH:24]=4)=[CH:21][CH:22]=3)=[C:12]2[N:11]=[C:10]([CH:29]2[CH2:35][CH:34]3[N:36]([C:37]([O:39][C:40]([CH3:43])([CH3:42])[CH3:41])=[O:38])[CH:31]([CH2:32][CH2:33]3)[CH2:30]2)[C:9]=1[C:60]([O:62][CH2:63][CH3:64])=[CH2:61]. (2) Given the reactants C(OC([N:8]1[CH2:13][CH2:12][CH:11]([C:14]([NH:16][C:17]2[CH:47]=[CH:46][C:20]([CH2:21][CH:22]([C:30]([NH:32][S:33]([C:36]3[CH:45]=[CH:44][C:43]4[C:38](=[CH:39][CH:40]=[CH:41][CH:42]=4)[CH:37]=3)(=[O:35])=[O:34])=[O:31])[C:23]([N:25]([CH2:28][CH3:29])[CH2:26][CH3:27])=[O:24])=[CH:19][CH:18]=2)=[O:15])[CH2:10][CH2:9]1)=O)(C)(C)C.[F:48][C:49]([F:54])([F:53])[C:50]([OH:52])=[O:51], predict the reaction product. The product is: [F:48][C:49]([F:54])([F:53])[C:50]([OH:52])=[O:51].[CH2:28]([N:25]([CH2:26][CH3:27])[C:23](=[O:24])[CH:22]([CH2:21][C:20]1[CH:46]=[CH:47][C:17]([NH:16][C:14]([CH:11]2[CH2:12][CH2:13][NH:8][CH2:9][CH2:10]2)=[O:15])=[CH:18][CH:19]=1)[C:30]([NH:32][S:33]([C:36]1[CH:45]=[CH:44][C:43]2[C:38](=[CH:39][CH:40]=[CH:41][CH:42]=2)[CH:37]=1)(=[O:34])=[O:35])=[O:31])[CH3:29]. (3) Given the reactants [CH3:1][O:2][C:3]1[CH:10]=[CH:9][C:6]([CH:7]=O)=[CH:5][CH:4]=1.[NH2:11][C:12]1[CH:13]=[C:14]([CH:22]=[CH:23][CH:24]=1)[C:15]([O:17][C:18]([CH3:21])([CH3:20])[CH3:19])=[O:16].COC1C=CC(CNC2CCC2)=CC=1, predict the reaction product. The product is: [CH3:1][O:2][C:3]1[CH:10]=[CH:9][C:6]([CH2:7][NH:11][C:12]2[CH:13]=[C:14]([CH:22]=[CH:23][CH:24]=2)[C:15]([O:17][C:18]([CH3:20])([CH3:21])[CH3:19])=[O:16])=[CH:5][CH:4]=1. (4) Given the reactants [NH2:1][C:2]1[C:10]([F:11])=[CH:9][CH:8]=[CH:7][C:3]=1[C:4]([OH:6])=O.N1[CH:16]=[CH:15]N=C1.C(Cl)(=O)C.Cl.[NH2:22][CH:23]1[CH2:28][CH2:27][C:26](=[O:29])[NH:25][C:24]1=[O:30].P(OC1C=CC=CC=1)(OC1C=CC=CC=1)OC1C=CC=CC=1, predict the reaction product. The product is: [F:11][C:10]1[CH:9]=[CH:8][CH:7]=[C:3]2[C:2]=1[N:1]=[C:15]([CH3:16])[N:22]([CH:23]1[CH2:28][CH2:27][C:26](=[O:29])[NH:25][C:24]1=[O:30])[C:4]2=[O:6]. (5) Given the reactants [Cl:1][C:2]([Cl:14])([Cl:13])[CH2:3][O:4][C:5]([NH:7][C:8]1[CH:12]=[CH:11][O:10][N:9]=1)=[O:6].O[CH2:16][C@@H:17]1[O:21][C:20](=[O:22])[N:19]([C:23]2[CH:28]=[CH:27][C:26]([C:29]3[CH2:34][CH2:33][N:32]([CH2:35][C:36]4[CH:41]=[CH:40][CH:39]=[CH:38][CH:37]=4)[CH2:31][CH:30]=3)=[C:25]([F:42])[CH:24]=2)[CH2:18]1.C(P(CCCC)CCCC)CCC.N(C(N1CCCCC1)=O)=NC(N1CCCCC1)=O, predict the reaction product. The product is: [O:10]1[CH:11]=[CH:12][C:8]([N:7]([CH2:16][C@@H:17]2[O:21][C:20](=[O:22])[N:19]([C:23]3[CH:28]=[CH:27][C:26]([C:29]4[CH2:34][CH2:33][N:32]([CH2:35][C:36]5[CH:41]=[CH:40][CH:39]=[CH:38][CH:37]=5)[CH2:31][CH:30]=4)=[C:25]([F:42])[CH:24]=3)[CH2:18]2)[C:5]([O:4][CH2:3][C:2]([Cl:1])([Cl:13])[Cl:14])=[O:6])=[N:9]1. (6) Given the reactants [CH:1]1([NH:4][C:5]([C:7]2[CH:12]=[CH:11][C:10]([C:13]3[N:17]4[CH:18]=[C:19]([O:34][C:35]5[CH:40]=[CH:39][CH:38]=[C:37]([F:41])[CH:36]=5)[CH:20]=[C:21]([N:22]([CH2:30][CH:31]([F:33])[F:32])C(=O)OC(C)(C)C)[C:16]4=[N:15][CH:14]=3)=[CH:9][C:8]=2[CH3:42])=[O:6])[CH2:3][CH2:2]1.C(O)(C(F)(F)F)=O.O, predict the reaction product. The product is: [CH:1]1([NH:4][C:5](=[O:6])[C:7]2[CH:12]=[CH:11][C:10]([C:13]3[N:17]4[CH:18]=[C:19]([O:34][C:35]5[CH:40]=[CH:39][CH:38]=[C:37]([F:41])[CH:36]=5)[CH:20]=[C:21]([NH:22][CH2:30][CH:31]([F:33])[F:32])[C:16]4=[N:15][CH:14]=3)=[CH:9][C:8]=2[CH3:42])[CH2:2][CH2:3]1.